From a dataset of Catalyst prediction with 721,799 reactions and 888 catalyst types from USPTO. Predict which catalyst facilitates the given reaction. Reactant: C1[O:8][C:6](=O)[CH2:5]OC1=O.[CH3:9][C@H:10]([NH2:78])[C:11]([NH:13][C@H:14]([C:21]([NH:23][C:24]([C@@H:26]([NH:32][C:33]([C@H:35]([NH:43][C:44]([C@@H:46]([NH:57][C:58]([C@@H:60]([NH:62][C:63]([C@H:65]([NH2:77])[CH2:66][C:67]1[CH:76]=[CH:75][C:74]2[C:69](=[CH:70][CH:71]=[CH:72][CH:73]=2)[CH:68]=1)=[O:64])[CH3:61])=[O:59])[CH2:47][C:48]1[C:56]2[C:51](=[CH:52][CH:53]=[CH:54][CH:55]=2)[NH:50][CH:49]=1)=[O:45])[CH2:36][C:37]1[CH:42]=[CH:41][CH:40]=[CH:39][CH:38]=1)=[O:34])[CH2:27][CH2:28][CH2:29][CH2:30][NH2:31])=[O:25])=[O:22])[CH2:15][CH:16]1[N:20]=[CH:19][N:18]=[CH:17]1)=[O:12].[C:79]([OH:91])(=[O:90])[CH2:80][C:81]([CH2:86][C:87]([OH:89])=[O:88])([C:83]([OH:85])=[O:84])[OH:82]. Product: [CH3:14][N:13]1[C:6](=[O:8])[CH2:5][CH2:10][CH2:11]1.[CH3:9][C@H:10]([NH2:78])[C:11]([NH:13][C@H:14]([C:21]([NH:23][C:24]([C@@H:26]([NH:32][C:33]([C@H:35]([NH:43][C:44]([C@@H:46]([NH:57][C:58]([C@@H:60]([NH:62][C:63]([C@H:65]([NH2:77])[CH2:66][C:67]1[CH:76]=[CH:75][C:74]2[C:69](=[CH:70][CH:71]=[CH:72][CH:73]=2)[CH:68]=1)=[O:64])[CH3:61])=[O:59])[CH2:47][C:48]1[C:56]2[C:51](=[CH:52][CH:53]=[CH:54][CH:55]=2)[NH:50][CH:49]=1)=[O:45])[CH2:36][C:37]1[CH:38]=[CH:39][CH:40]=[CH:41][CH:42]=1)=[O:34])[CH2:27][CH2:28][CH2:29][CH2:30][NH2:31])=[O:25])=[O:22])[CH2:15][CH:16]1[N:20]=[CH:19][N:18]=[CH:17]1)=[O:12].[C:79]([O-:91])(=[O:90])[CH2:80][C:81]([CH2:86][C:87]([O-:89])=[O:88])([C:83]([O-:85])=[O:84])[OH:82]. The catalyst class is: 264.